From a dataset of Full USPTO retrosynthesis dataset with 1.9M reactions from patents (1976-2016). Predict the reactants needed to synthesize the given product. The reactants are: Cl[C:2]1[N:3]=[C:4]([N:14]2[CH2:19][CH2:18][O:17][CH2:16][CH2:15]2)[C:5]2[CH2:10][N:9]([C:11](=[O:13])[CH3:12])[CH2:8][C:6]=2[N:7]=1.[CH:20]1([NH:23][C:24]([NH:26][C:27]2[CH:32]=[CH:31][C:30](B3OC(C)(C)C(C)(C)O3)=[C:29]([F:42])[CH:28]=2)=[O:25])[CH2:22][CH2:21]1. Given the product [C:11]([N:9]1[CH2:10][C:5]2[C:4]([N:14]3[CH2:19][CH2:18][O:17][CH2:16][CH2:15]3)=[N:3][C:2]([C:30]3[CH:31]=[CH:32][C:27]([NH:26][C:24]([NH:23][CH:20]4[CH2:22][CH2:21]4)=[O:25])=[CH:28][C:29]=3[F:42])=[N:7][C:6]=2[CH2:8]1)(=[O:13])[CH3:12], predict the reactants needed to synthesize it.